Dataset: Forward reaction prediction with 1.9M reactions from USPTO patents (1976-2016). Task: Predict the product of the given reaction. Given the reactants [ClH:1].[Si:2]([O:19][CH2:20][C@@H:21]1[CH2:26][O:25][CH2:24][CH2:23][NH:22]1)([C:15]([CH3:18])([CH3:17])[CH3:16])([C:9]1[CH:14]=[CH:13][CH:12]=[CH:11][CH:10]=1)[C:3]1[CH:8]=[CH:7][CH:6]=[CH:5][CH:4]=1.[Si](OC[C@H]1COCCN1C(OC(C)(C)C)=O)(C(C)(C)C)(C1C=CC=CC=1)C1C=CC=CC=1, predict the reaction product. The product is: [ClH:1].[Si:2]([O:19][CH2:20][C@H:21]1[CH2:26][O:25][CH2:24][CH2:23][NH:22]1)([C:15]([CH3:16])([CH3:17])[CH3:18])([C:9]1[CH:10]=[CH:11][CH:12]=[CH:13][CH:14]=1)[C:3]1[CH:8]=[CH:7][CH:6]=[CH:5][CH:4]=1.